From a dataset of Forward reaction prediction with 1.9M reactions from USPTO patents (1976-2016). Predict the product of the given reaction. The product is: [CH3:1][N:2]1[CH2:15][CH2:14][C:5]2[N:6]([CH2:26][CH2:25][C:22]3[CH:21]=[N:20][C:19]([CH3:18])=[N:24][CH:23]=3)[C:7]3[CH:8]=[CH:9][C:10]([CH3:13])=[CH:11][C:12]=3[C:4]=2[CH2:3]1. Given the reactants [CH3:1][N:2]1[CH2:15][CH2:14][C:5]2[NH:6][C:7]3[CH:8]=[CH:9][C:10]([CH3:13])=[CH:11][C:12]=3[C:4]=2[CH2:3]1.[OH-].[K+].[CH3:18][C:19]1[N:24]=[CH:23][C:22]([CH:25]=[CH2:26])=[CH:21][N:20]=1, predict the reaction product.